This data is from CYP2D6 inhibition data for predicting drug metabolism from PubChem BioAssay. The task is: Regression/Classification. Given a drug SMILES string, predict its absorption, distribution, metabolism, or excretion properties. Task type varies by dataset: regression for continuous measurements (e.g., permeability, clearance, half-life) or binary classification for categorical outcomes (e.g., BBB penetration, CYP inhibition). Dataset: cyp2d6_veith. The molecule is CCOC(=O)c1cnc2cc(-c3ccc(C(C)(C)C)cc3)nn2c1N. The result is 0 (non-inhibitor).